From a dataset of Full USPTO retrosynthesis dataset with 1.9M reactions from patents (1976-2016). Predict the reactants needed to synthesize the given product. (1) Given the product [CH:13]1([C:11]2[N:8]=[C:3]3[C:2]([CH3:1])=[N:7][CH:6]=[CH:5][N:4]3[CH:10]=2)[CH2:15][CH2:14]1, predict the reactants needed to synthesize it. The reactants are: [CH3:1][C:2]1[C:3]([NH2:8])=[N:4][CH:5]=[CH:6][N:7]=1.Br[CH2:10][C:11]([CH:13]1[CH2:15][CH2:14]1)=O.C(=O)([O-])O.[Na+]. (2) Given the product [Cl:1][C:2]1[N:3]=[C:4]([C:9]([NH:11][CH:12]2[CH2:15][N:14]([C:16]3[S:17][C:18]4[C:24]([C:36]([OH:35])=[O:30])=[CH:23][CH:22]=[CH:21][C:19]=4[N:20]=3)[CH2:13]2)=[O:10])[NH:5][C:6]=1[CH2:7][CH3:8], predict the reactants needed to synthesize it. The reactants are: [Cl:1][C:2]1[N:3]=[C:4]([C:9]([NH:11][CH:12]2[CH2:15][N:14]([C:16]3[S:17][C:18]4[CH:24]=[C:23](C(OCC)=O)[CH:22]=[CH:21][C:19]=4[N:20]=3)[CH2:13]2)=[O:10])[NH:5][C:6]=1[CH2:7][CH3:8].[OH-:30].[Li+].C1[CH2:36][O:35]CC1.O. (3) Given the product [C:12]([S:15]([N:17]=[CH:9][CH2:8][CH:2]([CH3:1])[C:3]([O:5][CH2:6][CH3:7])=[O:4])=[O:16])([CH3:14])([CH3:13])[CH3:11], predict the reactants needed to synthesize it. The reactants are: [CH3:1][CH:2]([CH2:8][CH:9]=O)[C:3]([O:5][CH2:6][CH3:7])=[O:4].[CH3:11][C:12]([S:15]([NH2:17])=[O:16])([CH3:14])[CH3:13]. (4) Given the product [Br:17][C:18]1[C:19]([O:28][CH3:29])=[C:20]([S:11][C:5]2[NH:6][C:7]3[C:3]([N:4]=2)=[C:2]([NH2:1])[N:10]=[CH:9][N:8]=3)[CH:21]=[C:22]([O:24][CH3:25])[CH:23]=1, predict the reactants needed to synthesize it. The reactants are: [NH2:1][C:2]1[N:10]=[CH:9][N:8]=[C:7]2[C:3]=1[NH:4][C:5](=[S:11])[NH:6]2.F[B-](F)(F)F.[Br:17][C:18]1[C:19]([O:28][CH3:29])=[C:20]([N+]#N)[CH:21]=[C:22]([O:24][CH3:25])[CH:23]=1.C([O-])(O)=O.[Na+]. (5) Given the product [CH3:19][Si:18]([CH3:21])([CH3:20])[CH2:17][CH2:16][O:15][CH2:14][N:11]1[C:7]2=[N:8][CH:9]=[CH:10][C:5]([C:3]3[N:4]=[C:33]([C:32]4[CH:31]=[C:30]([CH:38]=[CH:37][CH:36]=4)[C:28]#[N:29])[O:1][N:2]=3)=[C:6]2[CH:13]=[CH:12]1, predict the reactants needed to synthesize it. The reactants are: [OH:1][NH:2][C:3]([C:5]1[C:6]2[CH:13]=[CH:12][N:11]([CH2:14][O:15][CH2:16][CH2:17][Si:18]([CH3:21])([CH3:20])[CH3:19])[C:7]=2[N:8]=[CH:9][CH:10]=1)=[NH:4].N1C=CC=CC=1.[C:28]([C:30]1[CH:31]=[C:32]([CH:36]=[CH:37][CH:38]=1)[C:33](Cl)=O)#[N:29]. (6) Given the product [OH:1][CH:2]1[CH:6]([CH2:7][OH:8])[O:5][CH:4]([C:9]2[C:23]([NH2:25])=[N:22][C:12]([NH2:11])=[C:13]([Cl:15])[N:14]=2)[CH2:3]1, predict the reactants needed to synthesize it. The reactants are: [OH:1][CH:2]1[CH:6]([CH2:7][OH:8])[O:5][CH:4]([C:9]2C(O)=[N:11][C:12](O)=[C:13]([Cl:15])[N:14]=2)[CH2:3]1.N([O-])=O.[Na+].[NH2:22][C:23]([NH2:25])=O. (7) The reactants are: [CH2:1]([C:8]1[O:9][C:10]2[CH:30]=[CH:29][CH:28]=[CH:27][C:11]=2[C:12]=1[C:13]1[CH:18]=[CH:17][C:16]([C:19]2[CH:24]=[CH:23][C:22]([CH:25]=[O:26])=[CH:21][CH:20]=2)=[CH:15][CH:14]=1)[C:2]1[CH:7]=[CH:6][CH:5]=[CH:4][CH:3]=1.[BH4-].[Na+].O. Given the product [CH2:1]([C:8]1[O:9][C:10]2[CH:30]=[CH:29][CH:28]=[CH:27][C:11]=2[C:12]=1[C:13]1[CH:18]=[CH:17][C:16]([C:19]2[CH:24]=[CH:23][C:22]([CH2:25][OH:26])=[CH:21][CH:20]=2)=[CH:15][CH:14]=1)[C:2]1[CH:7]=[CH:6][CH:5]=[CH:4][CH:3]=1, predict the reactants needed to synthesize it. (8) The reactants are: [OH:1][CH2:2][C@@H:3]1[NH:8][CH2:7][CH2:6][N:5]([C:9]([O:11][C:12]([CH3:15])([CH3:14])[CH3:13])=[O:10])[CH2:4]1.C=O.[C:18](O[BH-](OC(=O)C)OC(=O)C)(=O)C.[Na+].C(=O)([O-])[O-].[Na+].[Na+]. Given the product [OH:1][CH2:2][C@@H:3]1[N:8]([CH3:18])[CH2:7][CH2:6][N:5]([C:9]([O:11][C:12]([CH3:15])([CH3:14])[CH3:13])=[O:10])[CH2:4]1, predict the reactants needed to synthesize it. (9) Given the product [CH3:27][O:26][C:14]1[C:15]2[N:16]([CH3:25])[C:17]3[C:22](=[CH:21][C:20]([NH:24][S:36]([CH3:35])(=[O:38])=[O:37])=[CH:19][CH:18]=3)[C:23]=2[C:11]([C:9]([NH2:8])=[O:10])=[CH:12][CH:13]=1, predict the reactants needed to synthesize it. The reactants are: ClC1C=NC=C(Cl)C=1[NH:8][C:9]([C:11]1[C:23]2[C:22]3[C:17](=[CH:18][CH:19]=[C:20]([NH2:24])[CH:21]=3)[N:16]([CH3:25])[C:15]=2[C:14]([O:26][CH3:27])=[CH:13][CH:12]=1)=[O:10].N1C=CC=CC=1.[CH3:35][S:36](Cl)(=[O:38])=[O:37]. (10) Given the product [CH:32]1([NH:35][C:36]([C:38]2[CH:39]=[CH:40][C:41]([C:44]3[N:45]=[C:46]([NH:49][C:50]([CH:52]4[CH2:56][S:55][CH:54]([CH:57]5[CH2:62][CH2:61][O:60][CH2:59][CH2:58]5)[N:53]4[C:5](=[O:7])[CH2:4][CH:1]4[CH2:2][CH2:3]4)=[O:51])[S:47][CH:48]=3)=[CH:42][CH:43]=2)=[O:37])[CH2:34][CH2:33]1, predict the reactants needed to synthesize it. The reactants are: [CH:1]1([CH2:4][C:5]([OH:7])=O)[CH2:3][CH2:2]1.CN(C(ON1N=NC2C=CC=NC1=2)=[N+](C)C)C.F[P-](F)(F)(F)(F)F.[CH:32]1([NH:35][C:36]([C:38]2[CH:43]=[CH:42][C:41]([C:44]3[N:45]=[C:46]([NH:49][C:50]([CH:52]4[CH2:56][S:55][C@H:54]([CH:57]5[CH2:62][CH2:61][O:60][CH2:59][CH2:58]5)[NH:53]4)=[O:51])[S:47][CH:48]=3)=[CH:40][CH:39]=2)=[O:37])[CH2:34][CH2:33]1.